From a dataset of CYP1A2 inhibition data for predicting drug metabolism from PubChem BioAssay. Regression/Classification. Given a drug SMILES string, predict its absorption, distribution, metabolism, or excretion properties. Task type varies by dataset: regression for continuous measurements (e.g., permeability, clearance, half-life) or binary classification for categorical outcomes (e.g., BBB penetration, CYP inhibition). Dataset: cyp1a2_veith. (1) The molecule is Clc1ccccc1-c1nccc(NCc2ccccc2)n1. The result is 1 (inhibitor). (2) The result is 1 (inhibitor). The molecule is c1cncc(CNc2ncnc3ccc(-c4ccoc4)cc23)c1. (3) The compound is COc1ccc(C(=O)N2CCC3(CC2)CN(c2cccc(-c4ccccc4)c2)C3)cc1. The result is 1 (inhibitor). (4) The molecule is O=C(O)c1ccc(C(=O)O)c(C(=O)O)c1.[NH-][C@H]1CCCC[C@H]1[NH-].[Pt]. The result is 0 (non-inhibitor).